This data is from Full USPTO retrosynthesis dataset with 1.9M reactions from patents (1976-2016). The task is: Predict the reactants needed to synthesize the given product. Given the product [Br:1][C:2]1[CH:3]=[C:4]2[C:15](=[CH2:19])[C:14]3[C:9](=[CH:10][CH:11]=[C:12]([O:17][CH3:18])[CH:13]=3)[O:8][C:5]2=[N:6][CH:7]=1, predict the reactants needed to synthesize it. The reactants are: [Br:1][C:2]1[CH:3]=[C:4]2[C:15](=O)[C:14]3[C:9](=[CH:10][CH:11]=[C:12]([O:17][CH3:18])[CH:13]=3)[O:8][C:5]2=[N:6][CH:7]=1.[CH2:19]1COCC1.C[Mg]Br.